This data is from Reaction yield outcomes from USPTO patents with 853,638 reactions. The task is: Predict the reaction yield, written as a fraction of the theoretical maximum amount of product (1.0 means a 100% yield; for example, 0.34 means a 34% yield). (1) The reactants are C([N:8]([CH2:16][C@@H:17]1[O:21][C:20](=[O:22])[N:19]([C:23]2[CH:28]=[CH:27][C:26]([N:29]3[CH2:34][CH2:33][O:32][CH2:31][CH2:30]3)=[C:25]([F:35])[CH:24]=2)[CH2:18]1)CC1C=CC=CC=1)C1C=CC=CC=1.CCOCC.N#N.C(O)=O. The catalyst is [Pd].O. The product is [NH2:8][CH2:16][C@@H:17]1[O:21][C:20](=[O:22])[N:19]([C:23]2[CH:28]=[CH:27][C:26]([N:29]3[CH2:30][CH2:31][O:32][CH2:33][CH2:34]3)=[C:25]([F:35])[CH:24]=2)[CH2:18]1. The yield is 0.780. (2) The reactants are C([O:8][C:9]1[C:34]([O:35][CH3:36])=[CH:33][C:12]([CH2:13][C:14]2[C:22]3[C:17](=[N:18][CH:19]=[CH:20][CH:21]=3)[N:16]([Si:23]([CH:30]([CH3:32])[CH3:31])([CH:27]([CH3:29])[CH3:28])[CH:24]([CH3:26])[CH3:25])[CH:15]=2)=[C:11]([F:37])[CH:10]=1)C1C=CC=CC=1. The catalyst is CO.O1CCCC1.[Pd]. The product is [F:37][C:11]1[C:12]([CH2:13][C:14]2[C:22]3[C:17](=[N:18][CH:19]=[CH:20][CH:21]=3)[N:16]([Si:23]([CH:27]([CH3:29])[CH3:28])([CH:24]([CH3:26])[CH3:25])[CH:30]([CH3:32])[CH3:31])[CH:15]=2)=[CH:33][C:34]([O:35][CH3:36])=[C:9]([OH:8])[CH:10]=1. The yield is 0.860. (3) The reactants are [CH2:1]([C:4]1([CH:20]([CH3:22])[CH3:21])[O:9][C:8](=[O:10])[N:7]([C@H:11]([C:13]2[CH:18]=[CH:17][C:16]([Br:19])=[CH:15][CH:14]=2)[CH3:12])[CH2:6][CH2:5]1)[CH:2]=[CH2:3].B.C1C[O:27]CC1. The catalyst is C1COCC1. The product is [Br:19][C:16]1[CH:15]=[CH:14][C:13]([C@@H:11]([N:7]2[CH2:6][CH2:5][C:4]([CH2:1][CH2:2][CH2:3][OH:27])([CH:20]([CH3:22])[CH3:21])[O:9][C:8]2=[O:10])[CH3:12])=[CH:18][CH:17]=1. The yield is 0.220.